From a dataset of Forward reaction prediction with 1.9M reactions from USPTO patents (1976-2016). Predict the product of the given reaction. The product is: [Br:1][C:2]1[CH:3]=[C:4]2[C:10]([I:11])=[N:9][N:8]([CH2:19][O:18][CH2:17][CH2:16][Si:15]([CH3:22])([CH3:21])[CH3:14])[C:5]2=[N:6][CH:7]=1. Given the reactants [Br:1][C:2]1[CH:3]=[C:4]2[C:10]([I:11])=[N:9][NH:8][C:5]2=[N:6][CH:7]=1.[H-].[Na+].[CH3:14][Si:15]([CH3:22])([CH3:21])[CH2:16][CH2:17][O:18][CH2:19]Cl, predict the reaction product.